Task: Predict the reaction yield, written as a fraction of the theoretical maximum amount of product (1.0 means a 100% yield; for example, 0.34 means a 34% yield).. Dataset: Reaction yield outcomes from USPTO patents with 853,638 reactions (1) The reactants are [CH3:1][C:2]([N:10]1[CH:14]=[C:13]([C:15]2[C:16]3[CH:23]=[CH:22][N:21]([CH2:24][O:25][CH2:26][CH2:27][Si:28]([CH3:31])([CH3:30])[CH3:29])[C:17]=3[N:18]=[CH:19][N:20]=2)[CH:12]=[N:11]1)([CH3:9])[CH2:3][C:4](OCC)=[O:5].[H-].C([Al+]CC(C)C)C(C)C. The catalyst is C1COCC1.C(Cl)Cl. The product is [CH3:9][C:2]([N:10]1[CH:14]=[C:13]([C:15]2[C:16]3[CH:23]=[CH:22][N:21]([CH2:24][O:25][CH2:26][CH2:27][Si:28]([CH3:31])([CH3:29])[CH3:30])[C:17]=3[N:18]=[CH:19][N:20]=2)[CH:12]=[N:11]1)([CH3:1])[CH2:3][CH2:4][OH:5]. The yield is 0.990. (2) The reactants are [N:1]1([C:10](=[N:28][C:29]2[CH:34]=[CH:33][CH:32]=[CH:31][CH:30]=2)[C:11]2[C:16](=[O:17])[CH:15]=[CH:14][N:13]([C:18]3[CH:23]=[CH:22][CH:21]=[C:20]([C:24]([F:27])([F:26])[F:25])[CH:19]=3)[N:12]=2)C2C=CC=CC=2[N:3]=[N:2]1.[N-]=[N+]=[N-].[Na+].FC(F)(F)C(O)=O. The catalyst is [Br-].C([N+](CCCC)(CCCC)CCCC)CCC.C(Cl)Cl.O. The product is [C:29]1([N:28]2[C:10]([C:11]3[C:16](=[O:17])[CH:15]=[CH:14][N:13]([C:18]4[CH:23]=[CH:22][CH:21]=[C:20]([C:24]([F:27])([F:26])[F:25])[CH:19]=4)[N:12]=3)=[N:1][N:2]=[N:3]2)[CH:34]=[CH:33][CH:32]=[CH:31][CH:30]=1. The yield is 0.560. (3) The reactants are [Cl:1][C:2]1[CH:35]=[CH:34][C:5]([C:6]([N:8]2[CH2:13][CH2:12][N:11]([CH:14]3[CH2:18][N:17]([C:19]4[CH:24]=[CH:23][C:22]([Cl:25])=[CH:21][C:20]=4[NH:26][C:27]([NH2:29])=[O:28])[CH2:16][CH:15]3[O:30]C(=O)C)[CH2:10][CH2:9]2)=[O:7])=[CH:4][CH:3]=1.C([O-])([O-])=O.[K+].[K+]. The catalyst is CO. The product is [Cl:25][C:22]1[CH:23]=[CH:24][C:19]([N:17]2[CH2:16][CH:15]([OH:30])[CH:14]([N:11]3[CH2:12][CH2:13][N:8]([C:6](=[O:7])[C:5]4[CH:34]=[CH:35][C:2]([Cl:1])=[CH:3][CH:4]=4)[CH2:9][CH2:10]3)[CH2:18]2)=[C:20]([NH:26][C:27]([NH2:29])=[O:28])[CH:21]=1. The yield is 0.500. (4) The reactants are [CH3:1][O:2][C:3]1[CH:12]=[C:11]2[C:6]([CH2:7][CH2:8][C:9](=[O:13])[CH2:10]2)=[CH:5][CH:4]=1.N1CCCC1.[CH2:19](Br)[C:20]1[CH:25]=[CH:24][CH:23]=[CH:22][CH:21]=1. The catalyst is CO.CO.C(Cl)Cl.O.C(O)(=O)C. The product is [CH2:19]([CH:10]1[C:11]2[C:6](=[CH:5][CH:4]=[C:3]([O:2][CH3:1])[CH:12]=2)[CH2:7][CH2:8][C:9]1=[O:13])[C:20]1[CH:25]=[CH:24][CH:23]=[CH:22][CH:21]=1. The yield is 0.950. (5) The reactants are [CH2:1]([C@H:3]1[C@@H:7]([C:8]2[N:12]3[C:13]4[CH:19]=[CH:18][N:17]([S:20]([C:23]5[CH:29]=[CH:28][C:26]([CH3:27])=[CH:25][CH:24]=5)(=[O:22])=[O:21])[C:14]=4[N:15]=[CH:16][C:11]3=[N:10][N:9]=2)[CH2:6][C@@H:5]([NH2:30])[CH2:4]1)[CH3:2].[N:31]1([S:35](Cl)(=[O:37])=[O:36])[CH2:34][CH2:33][CH2:32]1. The catalyst is CN(C=O)C. The product is [CH2:1]([C@H:3]1[C@@H:7]([C:8]2[N:12]3[C:13]4[CH:19]=[CH:18][N:17]([S:20]([C:23]5[CH:24]=[CH:25][C:26]([CH3:27])=[CH:28][CH:29]=5)(=[O:22])=[O:21])[C:14]=4[N:15]=[CH:16][C:11]3=[N:10][N:9]=2)[CH2:6][C@@H:5]([NH:30][S:35]([N:31]2[CH2:34][CH2:33][CH2:32]2)(=[O:37])=[O:36])[CH2:4]1)[CH3:2]. The yield is 0.770. (6) The reactants are [C:1]([OH:22])(=[O:21])[CH2:2][CH2:3][CH2:4]/[CH:5]=[CH:6]\[CH2:7]/[CH:8]=[CH:9]\[CH2:10]/[CH:11]=[CH:12]\[CH2:13]/[CH:14]=[CH:15]\[CH2:16][CH2:17][CH2:18][CH2:19][CH3:20].[CH3:23][CH2:24]/C=C\C/C=C\C/C=C\C/C=C\C/C=C\CCCC(O)=O. The product is [CH2:23]([O:21][C:1](=[O:22])[CH2:2][CH2:3][CH2:4]/[CH:5]=[CH:6]\[CH2:7]/[CH:8]=[CH:9]\[CH2:10]/[CH:11]=[CH:12]\[CH2:13]/[CH:14]=[CH:15]\[CH2:16][CH2:17][CH2:18][CH2:19][CH3:20])[CH3:24]. The yield is 0.990. No catalyst specified. (7) The reactants are [Cl:1][C:2]1[CH:3]=[C:4]([NH:9][C:10]2[CH:11]=[CH:12][C:13]3[NH:18][C:17](=[O:19])[O:16][C:15]([CH2:25][CH3:26])([C:20]4[S:21][CH:22]=[CH:23][CH:24]=4)[C:14]=3[CH:27]=2)[CH:5]=[CH:6][C:7]=1[F:8].[CH3:28]C(C)([O-])C.[K+].CI. The catalyst is CN(C=O)C. The product is [Cl:1][C:2]1[CH:3]=[C:4]([NH:9][C:10]2[CH:11]=[CH:12][C:13]3[N:18]([CH3:28])[C:17](=[O:19])[O:16][C:15]([CH2:25][CH3:26])([C:20]4[S:21][CH:22]=[CH:23][CH:24]=4)[C:14]=3[CH:27]=2)[CH:5]=[CH:6][C:7]=1[F:8]. The yield is 0.730. (8) The reactants are [N+:1]([C:4]1[CH:5]=[C:6](O)[CH:7]=[CH:8][CH:9]=1)([O-:3])=[O:2].C([O-])([O-])=[O:12].[K+].[K+].Br[CH2:18][C:19]([O:21][CH2:22][CH3:23])=[O:20]. The catalyst is CC(C)=O. The product is [N+:1]([C:4]1[CH:5]=[CH:6][C:7]([O:12][CH2:18][C:19]([O:21][CH2:22][CH3:23])=[O:20])=[CH:8][CH:9]=1)([O-:3])=[O:2]. The yield is 0.920. (9) The reactants are [CH3:1][N:2]([CH2:10][CH2:11][O:12][CH3:13])[C:3]1([C:8]#[N:9])[CH2:7][CH2:6][CH2:5][CH2:4]1.[C:14]1([Li])[CH:19]=[CH:18][CH:17]=[CH:16][CH:15]=1.C(OCCCC)CCC.[BH4-].[Na+].NC(C1C=CC=CC=1)C1(N(C)C)CCCC1. The catalyst is C1COCC1.CO. The product is [NH2:9][CH:8]([C:14]1[CH:19]=[CH:18][CH:17]=[CH:16][CH:15]=1)[C:3]1([N:2]([CH3:1])[CH2:10][CH2:11][O:12][CH3:13])[CH2:7][CH2:6][CH2:5][CH2:4]1. The yield is 0.420.